This data is from Catalyst prediction with 721,799 reactions and 888 catalyst types from USPTO. The task is: Predict which catalyst facilitates the given reaction. (1) Reactant: [Cl:1][C:2]1[CH:7]=[CH:6][C:5]([CH:8]2[CH2:13][CH2:12][N:11]([C:14](=[O:35])[CH2:15][CH2:16][C:17]([C:19]3[CH:28]=[C:27]4[C:22]([CH2:23][CH2:24][N:25](C(=O)C(F)(F)F)[CH2:26]4)=[CH:21][CH:20]=3)=[O:18])[CH2:10][CH2:9]2)=[CH:4][CH:3]=1.C(=O)([O-])[O-].[K+].[K+].O. Product: [Cl:1][C:2]1[CH:3]=[CH:4][C:5]([CH:8]2[CH2:13][CH2:12][N:11]([C:14](=[O:35])[CH2:15][CH2:16][C:17]([C:19]3[CH:28]=[C:27]4[C:22]([CH2:23][CH2:24][NH:25][CH2:26]4)=[CH:21][CH:20]=3)=[O:18])[CH2:10][CH2:9]2)=[CH:6][CH:7]=1. The catalyst class is: 5. (2) Reactant: [C:1]([C:3]1[CH:8]=[CH:7][C:6]([C:9]2[N:13]3[CH:14]=[C:15]([C:18]4[CH:40]=[CH:39][C:21]([C:22]([N:24]5[CH2:29][CH2:28][CH:27]([N:30](C)[C:31](=O)OC(C)(C)C)[CH2:26][CH2:25]5)=[O:23])=[CH:20][CH:19]=4)[N:16]=[CH:17][C:12]3=[N:11][CH:10]=2)=[CH:5][CH:4]=1)#[N:2].Cl. Product: [CH3:31][NH:30][CH:27]1[CH2:28][CH2:29][N:24]([C:22]([C:21]2[CH:20]=[CH:19][C:18]([C:15]3[N:16]=[CH:17][C:12]4[N:13]([C:9]([C:6]5[CH:5]=[CH:4][C:3]([C:1]#[N:2])=[CH:8][CH:7]=5)=[CH:10][N:11]=4)[CH:14]=3)=[CH:40][CH:39]=2)=[O:23])[CH2:25][CH2:26]1. The catalyst class is: 71. (3) Reactant: [NH2:1][C:2]1[CH:11]=[CH:10][CH:9]=[C:8]2[C:3]=1[CH:4]=[CH:5][N:6]([CH2:13][CH2:14][NH:15][C:16](=[O:18])[CH3:17])[C:7]2=[O:12].[Cl:19][C:20]1[CH:25]=[CH:24][C:23]([CH2:26][C:27](O)=[O:28])=[CH:22][C:21]=1[F:30].F[P-](F)(F)(F)(F)F.C[N+](C)=C(N(C)C)ON1C2N=CC=CC=2N=N1.CN(C)C=O.C(=O)(O)[O-].[Na+]. Product: [C:16]([NH:15][CH2:14][CH2:13][N:6]1[CH:5]=[CH:4][C:3]2[C:8](=[CH:9][CH:10]=[CH:11][C:2]=2[NH:1][C:27](=[O:28])[CH2:26][C:23]2[CH:24]=[CH:25][C:20]([Cl:19])=[C:21]([F:30])[CH:22]=2)[C:7]1=[O:12])(=[O:18])[CH3:17]. The catalyst class is: 2. (4) Reactant: [C:1]([O:5][C:6]([N:8]1[CH2:13][CH2:12][CH:11]([C:14]([O:16]CC=C)=[O:15])[CH2:10][CH2:9]1)=[O:7])([CH3:4])([CH3:3])[CH3:2].C[Si]([N-][Si](C)(C)C)(C)C.[Li+].O1C[CH2:33][CH2:32][CH2:31]1.Cl[Si](C)(C)C.CCOCC. Product: [C:1]([O:5][C:6]([N:8]1[CH2:9][CH2:10][C:11]([CH2:33][CH:32]=[CH2:31])([C:14]([OH:16])=[O:15])[CH2:12][CH2:13]1)=[O:7])([CH3:2])([CH3:3])[CH3:4]. The catalyst class is: 7. (5) Reactant: Cl[C:2]1[C:3]2[C:10]3[CH2:11][CH2:12][CH:13]([C:15]([NH:17][CH:18]([CH3:20])[CH3:19])=[O:16])[CH2:14][C:9]=3[S:8][C:4]=2[N:5]=[CH:6][N:7]=1.[CH3:21][C:22]1[CH:30]=[C:29]2[C:25]([CH:26]=[N:27][NH:28]2)=[CH:24][C:23]=1[NH2:31].Cl.O1CCOCC1. Product: [CH:18]([NH:17][C:15]([CH:13]1[CH2:12][CH2:11][C:10]2[C:3]3[C:2]([NH:31][C:23]4[CH:24]=[C:25]5[C:29](=[CH:30][C:22]=4[CH3:21])[NH:28][N:27]=[CH:26]5)=[N:7][CH:6]=[N:5][C:4]=3[S:8][C:9]=2[CH2:14]1)=[O:16])([CH3:20])[CH3:19]. The catalyst class is: 8. (6) The catalyst class is: 2. Reactant: CC(C[AlH]CC(C)C)C.[O:10]([C:17]1[CH:18]=[C:19]([CH:32]=[CH:33][CH:34]=1)[CH2:20][O:21][C:22]12[CH2:28][C:25]([CH2:29][C:30]#N)([CH2:26][CH2:27]1)[CH2:24][CH2:23]2)[C:11]1[CH:16]=[CH:15][CH:14]=[CH:13][CH:12]=1.CC[O:37]C(C)=O.CCCCCC. Product: [O:10]([C:17]1[CH:18]=[C:19]([CH:32]=[CH:33][CH:34]=1)[CH2:20][O:21][C:22]12[CH2:28][C:25]([CH2:29][CH:30]=[O:37])([CH2:26][CH2:27]1)[CH2:24][CH2:23]2)[C:11]1[CH:16]=[CH:15][CH:14]=[CH:13][CH:12]=1. (7) Reactant: [CH2:1]1[CH:5]2[CH:6]3[CH:10]=[CH:9][CH:8]([CH:4]2[CH:3]=[CH:2]1)[CH2:7]3.[C:11]1(=[O:17])[O:16][C:14](=[O:15])[CH:13]=[CH:12]1. Product: [CH:6]12[CH2:7][CH:8]([CH:9]=[CH:10]1)[CH:4]1[CH:5]2[CH:1]2[CH2:2][CH:3]1[CH:12]1[C:11]([O:16][C:14](=[O:15])[CH:13]21)=[O:17]. The catalyst class is: 113. (8) Reactant: [Cl:1][C:2]1[N:11]=[C:10](Cl)[C:9]2[C:4](=[CH:5][CH:6]=[C:7]([Cl:13])[CH:8]=2)[N:3]=1.[CH3:14][NH2:15]. Product: [Cl:1][C:2]1[N:11]=[C:10]([NH:15][CH3:14])[C:9]2[C:4](=[CH:5][CH:6]=[C:7]([Cl:13])[CH:8]=2)[N:3]=1. The catalyst class is: 14. (9) Reactant: Cl[C:2]1[N:19]=[C:5]2[CH:6]=[CH:7][C:8]([S:10]([N:13]3[CH2:18][CH2:17][CH2:16][CH2:15][CH2:14]3)(=[O:12])=[O:11])=[CH:9][N:4]2[N:3]=1.[O:20]1[C:24]2[CH:25]=[CH:26][C:27]([CH2:29][NH2:30])=[CH:28][C:23]=2[O:22][CH2:21]1. Product: [O:20]1[C:24]2[CH:25]=[CH:26][C:27]([CH2:29][NH:30][C:2]3[N:19]=[C:5]4[CH:6]=[CH:7][C:8]([S:10]([N:13]5[CH2:18][CH2:17][CH2:16][CH2:15][CH2:14]5)(=[O:12])=[O:11])=[CH:9][N:4]4[N:3]=3)=[CH:28][C:23]=2[O:22][CH2:21]1. The catalyst class is: 6.